Dataset: Forward reaction prediction with 1.9M reactions from USPTO patents (1976-2016). Task: Predict the product of the given reaction. (1) Given the reactants [CH3:1][O:2][CH:3]([CH3:8])[C:4]([O:6][CH3:7])=[O:5].[Li+].CC([N-]C(C)C)C.C(NC(C)C)(C)C.C([Li])CCC.[C:29]([Si:33](Cl)([CH3:35])[CH3:34])([CH3:32])([CH3:31])[CH3:30], predict the reaction product. The product is: [C:29]([Si:33]([O:5][C:4]([O:6][CH3:7])=[C:3]([O:2][CH3:1])[CH3:8])([CH3:35])[CH3:34])([CH3:32])([CH3:31])[CH3:30]. (2) Given the reactants [Br:1][C:2]1[CH:3]=[C:4]([CH:7]=[CH:8][C:9]=1[O:10][CH3:11])[CH:5]=O.C(O)(=O)[CH2:13][C:14]([OH:16])=[O:15].N1CCCCC1.Cl, predict the reaction product. The product is: [Br:1][C:2]1[CH:3]=[C:4](/[CH:5]=[CH:13]/[C:14]([OH:16])=[O:15])[CH:7]=[CH:8][C:9]=1[O:10][CH3:11]. (3) Given the reactants [CH2:1]=[C:2]1[C:14](=[O:15])[C:13]2[C:12]3[C:7](=[CH:8][CH:9]=[CH:10][CH:11]=3)[N:6]([CH2:16][C:17]3[CH:26]=[CH:25][C:20]([C:21]([O:23][CH3:24])=[O:22])=[CH:19][CH:18]=3)[C:5]=2[CH2:4][CH2:3]1.Cl.[F:28][C:29]1([F:33])[CH2:32][NH:31][CH2:30]1.C(=O)([O-])[O-].[K+].[K+], predict the reaction product. The product is: [F:28][C:29]1([F:33])[CH2:32][N:31]([CH2:1][CH:2]2[C:14](=[O:15])[C:13]3[C:12]4[C:7](=[CH:8][CH:9]=[CH:10][CH:11]=4)[N:6]([CH2:16][C:17]4[CH:18]=[CH:19][C:20]([C:21]([O:23][CH3:24])=[O:22])=[CH:25][CH:26]=4)[C:5]=3[CH2:4][CH2:3]2)[CH2:30]1. (4) Given the reactants [NH2:1][C:2]1[CH:7]=[CH:6][CH:5]=[CH:4][CH:3]=1.O.O.O.[F:11][C:12]([F:20])([F:19])[C:13]([C:15]([F:18])([F:17])[F:16])=[O:14], predict the reaction product. The product is: [F:11][C:12]([F:20])([F:19])[C:13]([C:5]1[CH:6]=[CH:7][C:2]([NH2:1])=[CH:3][CH:4]=1)([OH:14])[C:15]([F:18])([F:17])[F:16]. (5) The product is: [NH2:60][CH2:59][CH2:58][C:56]1[CH:55]=[CH:54][C:47]2[N:48]([CH2:49][CH2:50][CH:51]([CH3:53])[CH3:52])[C:44]([CH2:43][N:36]3[C:37]4[CH:42]=[CH:41][CH:40]=[CH:39][C:38]=4[N:34]([CH:31]([CH3:33])[CH3:32])[C:35]3=[O:61])=[N:45][C:46]=2[CH:57]=1. Given the reactants NCC1C=CC2N(CCC(C)C)C(CN3C4C=CC=CC=4N(C(C)C)C3=O)=NC=2C=1.[CH:31]([N:34]1[C:38]2[CH:39]=[CH:40][CH:41]=[CH:42][C:37]=2[N:36]([CH2:43][C:44]2[N:48]([CH2:49][CH2:50][CH:51]([CH3:53])[CH3:52])[C:47]3[CH:54]=[CH:55][C:56]([CH2:58][C:59]#[N:60])=[CH:57][C:46]=3[N:45]=2)[C:35]1=[O:61])([CH3:33])[CH3:32], predict the reaction product. (6) Given the reactants [Cl:1][C:2]1[CH:3]=[C:4]([C:10]2[C:11]([CH3:27])=[N:12][N:13]([CH2:16][C:17]3[CH:22]=[CH:21][C:20]([S:23](O)(=[O:25])=[O:24])=[CH:19][CH:18]=3)[C:14]=2[CH3:15])[CH:5]=[CH:6][C:7]=1[C:8]#[N:9].CN(C=O)C.S(Cl)([Cl:35])=O, predict the reaction product. The product is: [Cl:1][C:2]1[CH:3]=[C:4]([C:10]2[C:11]([CH3:27])=[N:12][N:13]([CH2:16][C:17]3[CH:22]=[CH:21][C:20]([S:23]([Cl:35])(=[O:25])=[O:24])=[CH:19][CH:18]=3)[C:14]=2[CH3:15])[CH:5]=[CH:6][C:7]=1[C:8]#[N:9].